Dataset: Reaction yield outcomes from USPTO patents with 853,638 reactions. Task: Predict the reaction yield, written as a fraction of the theoretical maximum amount of product (1.0 means a 100% yield; for example, 0.34 means a 34% yield). (1) The reactants are [NH2:1][CH2:2][CH2:3][CH2:4][N:5]([CH3:13])[C:6](=[O:12])[O:7][C:8]([CH3:11])([CH3:10])[CH3:9].[Br:14][C:15]1[C:16](Cl)=[N:17][C:18]([Cl:21])=[N:19][CH:20]=1. The catalyst is CO. The product is [Br:14][C:15]1[C:16]([NH:1][CH2:2][CH2:3][CH2:4][N:5]([CH3:13])[C:6](=[O:12])[O:7][C:8]([CH3:10])([CH3:9])[CH3:11])=[N:17][C:18]([Cl:21])=[N:19][CH:20]=1. The yield is 0.920. (2) The reactants are [F:1][C:2]1[CH:3]=[CH:4][C:5](SC)=[C:6]([C:8]2[N:13]=[C:12]([N:14]3[CH2:19][CH2:18][O:17][CH2:16][C@@H:15]3[CH3:20])[N:11]=[C:10]([C:21]3[CH:26]=[CH:25][C:24]([NH:27][C:28]([NH:30][CH3:31])=[O:29])=[CH:23][CH:22]=3)[N:9]=2)[CH:7]=1.[S:34]([O-:39])(O[O-])(=O)=[O:35].[K+].[K+].OOS([O-])=O.[K+].[CH2:48]1COCC1.CO.O. No catalyst specified. The product is [F:1][C:2]1[CH:3]=[CH:4][C:5]([S:34]([CH3:48])(=[O:39])=[O:35])=[C:6]([C:8]2[N:13]=[C:12]([N:14]3[CH2:19][CH2:18][O:17][CH2:16][C@@H:15]3[CH3:20])[N:11]=[C:10]([C:21]3[CH:26]=[CH:25][C:24]([NH:27][C:28]([NH:30][CH3:31])=[O:29])=[CH:23][CH:22]=3)[N:9]=2)[CH:7]=1. The yield is 0.460. (3) The reactants are [NH2:1][C:2]1[S:6][C:5]([CH2:7][CH2:8][CH2:9][CH2:10][N:11]2[CH:16]=[CH:15][C:14]([NH:17][C:18](=[O:26])[CH2:19][C:20]3[CH:25]=[CH:24][CH:23]=[CH:22][CH:21]=3)=[N:13][C:12]2=[O:27])=[N:4][N:3]=1.Cl.[N:29]1[CH:34]=[CH:33][CH:32]=[C:31]([CH2:35][C:36](O)=[O:37])[CH:30]=1.C(P1(=O)OP(CCC)(=O)OP(CCC)(=O)O1)CC. The catalyst is CN(C=O)C. The product is [O:27]=[C:12]1[N:13]=[C:14]([NH:17][C:18](=[O:26])[CH2:19][C:20]2[CH:21]=[CH:22][CH:23]=[CH:24][CH:25]=2)[CH:15]=[CH:16][N:11]1[CH2:10][CH2:9][CH2:8][CH2:7][C:5]1[S:6][C:2]([NH:1][C:36](=[O:37])[CH2:35][C:31]2[CH:30]=[N:29][CH:34]=[CH:33][CH:32]=2)=[N:3][N:4]=1. The yield is 0.0900. (4) The reactants are [C:1]1([N:7]([C:34]2[N:39]=[CH:38][CH:37]=[CH:36][N:35]=2)[CH2:8][CH:9]([NH:14][C:15]([C:17]2[CH:18]=[C:19]3[C:23](=[CH:24][CH:25]=2)[NH:22][C:21]([C:26]2[CH:31]=[CH:30][N:29]=[C:28]([NH:32][CH3:33])[N:27]=2)=[CH:20]3)=[O:16])[C:10]([O:12]C)=[O:11])[CH:6]=[CH:5][CH:4]=[CH:3][CH:2]=1.[OH-].[Na+]. The catalyst is CO. The product is [CH3:33][NH:32][C:28]1[N:27]=[C:26]([C:21]2[NH:22][C:23]3[C:19]([CH:20]=2)=[CH:18][C:17]([C:15]([NH:14][CH:9]([CH2:8][N:7]([C:1]2[CH:6]=[CH:5][CH:4]=[CH:3][CH:2]=2)[C:34]2[N:39]=[CH:38][CH:37]=[CH:36][N:35]=2)[C:10]([OH:12])=[O:11])=[O:16])=[CH:25][CH:24]=3)[CH:31]=[CH:30][N:29]=1. The yield is 0.930. (5) The reactants are [C:1]([C:4]1[CH:52]=[CH:51][C:7]([C:8]([N:10]2[CH2:16][C@H:15]([NH:17][C:18](=[O:31])[C@@H:19]([N:22](C)[C:23](=O)OC(C)(C)C)[CH2:20][CH3:21])[C:14](=[O:32])[N:13]([CH2:33][C:34]3[C:43]4[C:38](=[CH:39][C:40]([Br:44])=[CH:41][CH:42]=4)[CH:37]=[CH:36][C:35]=3[O:45][CH3:46])[C:12]3[CH:47]=[CH:48][CH:49]=[CH:50][C:11]2=3)=[O:9])=[CH:6][CH:5]=1)(=[O:3])[CH3:2].[ClH:53]. The catalyst is CO.O1CCOCC1. The product is [ClH:53].[C:1]([C:4]1[CH:5]=[CH:6][C:7]([C:8]([N:10]2[CH2:16][C@H:15]([NH:17][C:18](=[O:31])[C@@H:19]([NH:22][CH3:23])[CH2:20][CH3:21])[C:14](=[O:32])[N:13]([CH2:33][C:34]3[C:43]4[C:38](=[CH:39][C:40]([Br:44])=[CH:41][CH:42]=4)[CH:37]=[CH:36][C:35]=3[O:45][CH3:46])[C:12]3[CH:47]=[CH:48][CH:49]=[CH:50][C:11]2=3)=[O:9])=[CH:51][CH:52]=1)(=[O:3])[CH3:2]. The yield is 0.870. (6) The reactants are [NH2:1][CH:2]([C:7]([OH:10])([CH3:9])[CH3:8])[C:3]([O:5][CH3:6])=[O:4].C([O-])([O-])=O.[K+].[K+].[OH:17][C@@H:18]([CH3:32])[C:19]#[C:20][C:21]#[C:22][C:23]1[CH:31]=[CH:30][C:26]([C:27](O)=[O:28])=[CH:25][CH:24]=1.CCN(C(C)C)C(C)C.CN(C(ON1N=NC2C=CC=NC1=2)=[N+](C)C)C.F[P-](F)(F)(F)(F)F. The catalyst is CN(C=O)C.C(OCC)(=O)C. The product is [OH:10][C:7]([CH3:9])([CH3:8])[C@H:2]([NH:1][C:27](=[O:28])[C:26]1[CH:30]=[CH:31][C:23]([C:22]#[C:21][C:20]#[C:19][C@@H:18]([OH:17])[CH3:32])=[CH:24][CH:25]=1)[C:3]([O:5][CH3:6])=[O:4]. The yield is 0.880. (7) The reactants are [F:1][C:2]1[CH:7]=[CH:6][C:5]([CH2:8][C:9]([OH:11])=[O:10])=[CH:4][C:3]=1[C:12]([F:15])([F:14])[F:13].[CH3:16]O. The catalyst is S(=O)(=O)(O)O. The product is [CH3:16][O:10][C:9](=[O:11])[CH2:8][C:5]1[CH:6]=[CH:7][C:2]([F:1])=[C:3]([C:12]([F:13])([F:14])[F:15])[CH:4]=1. The yield is 0.960.